This data is from Forward reaction prediction with 1.9M reactions from USPTO patents (1976-2016). The task is: Predict the product of the given reaction. (1) Given the reactants Br[C:2]1[CH:3]=[C:4]([CH:12]([CH3:14])[CH3:13])[CH:5]=[C:6]2[C:11]=1[N:10]=[CH:9][CH:8]=[CH:7]2.[C:15]([O:19][C:20]([N:22]1[CH2:28][CH2:27][CH2:26][NH:25][CH2:24][CH2:23]1)=[O:21])([CH3:18])([CH3:17])[CH3:16].CC([O-])(C)C.[K+].CCOC(C)=O, predict the reaction product. The product is: [C:15]([O:19][C:20]([N:22]1[CH2:28][CH2:27][CH2:26][N:25]([C:2]2[CH:3]=[C:4]([CH:12]([CH3:14])[CH3:13])[CH:5]=[C:6]3[C:11]=2[N:10]=[CH:9][CH:8]=[CH:7]3)[CH2:24][CH2:23]1)=[O:21])([CH3:18])([CH3:16])[CH3:17]. (2) Given the reactants C(OC(=O)[NH:7][CH:8]1[CH2:13][CH2:12][CH:11]([NH:14][C:15]2[C:16]3[N:17]([C:21]([C:24]4[CH:29]=[CH:28][N:27]=[C:26]([NH:30][CH2:31][C:32]5[CH:37]=[CH:36][CH:35]=[CH:34][CH:33]=5)[N:25]=4)=[CH:22][N:23]=3)[CH:18]=[CH:19][N:20]=2)[CH2:10][CH2:9]1)(C)(C)C.Cl, predict the reaction product. The product is: [CH2:31]([NH:30][C:26]1[N:25]=[C:24]([C:21]2[N:17]3[CH:18]=[CH:19][N:20]=[C:15]([NH:14][CH:11]4[CH2:12][CH2:13][CH:8]([NH2:7])[CH2:9][CH2:10]4)[C:16]3=[N:23][CH:22]=2)[CH:29]=[CH:28][N:27]=1)[C:32]1[CH:37]=[CH:36][CH:35]=[CH:34][CH:33]=1. (3) Given the reactants [CH:1]1([O:6][C:7]2[N:12]=[CH:11][C:10]([NH2:13])=[CH:9][CH:8]=2)[CH2:5][CH2:4][CH2:3][CH2:2]1.Cl[C:15]([O:17][C:18]1[CH:23]=[CH:22][C:21]([N+:24]([O-:26])=[O:25])=[CH:20][CH:19]=1)=[O:16], predict the reaction product. The product is: [N+:24]([C:21]1[CH:20]=[CH:19][C:18]([O:17][C:15](=[O:16])[NH:13][C:10]2[CH:11]=[N:12][C:7]([O:6][CH:1]3[CH2:2][CH2:3][CH2:4][CH2:5]3)=[CH:8][CH:9]=2)=[CH:23][CH:22]=1)([O-:26])=[O:25]. (4) The product is: [Cl:11][C:12]1[CH:13]=[C:14]2[C:18](=[CH:19][CH:20]=1)[NH:17][C:16](=[O:21])[C:15]2([C:22]1[CH:27]=[CH:26][CH:25]=[CH:24][C:23]=1[O:28][CH3:29])[N:43]1[CH2:37][CH2:35][N:34]([C:3]2[CH:2]=[N:1][CH:6]=[CH:5][CH:4]=2)[CH2:31][CH2:33]1. Given the reactants [N:1]1[CH:6]=[CH:5][CH:4]=[CH:3][CH:2]=1.S(Cl)(Cl)=O.[Cl:11][C:12]1[CH:13]=[C:14]2[C:18](=[CH:19][CH:20]=1)[NH:17][C:16](=[O:21])[C:15]2(O)[C:22]1[CH:27]=[CH:26][CH:25]=[CH:24][C:23]=1[O:28][CH3:29].[CH:31]([N:34](CC)[CH:35]([CH3:37])C)([CH3:33])C.ClC1C2C(=CC=CC=2)[NH:43]C1=O, predict the reaction product. (5) Given the reactants Cl.[NH:2]1[C:10]2[C:5](=[CH:6][C:7]([NH:11][C:12]([C:14]3[C:15]([C:20]4[CH:25]=[CH:24][C:23]([C:26]([F:29])([F:28])[F:27])=[CH:22][CH:21]=4)=[CH:16][CH:17]=[CH:18][CH:19]=3)=[O:13])=[CH:8][CH:9]=2)[CH2:4][CH2:3]1.[CH:30]([C:32]1[CH:37]=[N:36][CH:35]=[CH:34][N:33]=1)=[CH2:31].C(O)(=O)C, predict the reaction product. The product is: [N:33]1[CH:34]=[CH:35][N:36]=[CH:37][C:32]=1[CH2:30][CH2:31][N:2]1[C:10]2[C:5](=[CH:6][C:7]([NH:11][C:12]([C:14]3[C:15]([C:20]4[CH:21]=[CH:22][C:23]([C:26]([F:27])([F:28])[F:29])=[CH:24][CH:25]=4)=[CH:16][CH:17]=[CH:18][CH:19]=3)=[O:13])=[CH:8][CH:9]=2)[CH2:4][CH2:3]1.